From a dataset of Reaction yield outcomes from USPTO patents with 853,638 reactions. Predict the reaction yield, written as a fraction of the theoretical maximum amount of product (1.0 means a 100% yield; for example, 0.34 means a 34% yield). (1) The reactants are C([O:3][C:4](=[O:17])[CH2:5][NH:6][C:7]([C:9]1[C:13]([CH3:14])=[C:12]([CH:15]=O)[NH:11][CH:10]=1)=[O:8])C.[OH-].[Na+].[CH3:20][NH:21][S:22]([C:25]1[CH:26]=[C:27]2[C:31](=[CH:32][CH:33]=1)[NH:30][C:29](=[O:34])[CH2:28]2)(=[O:24])=[O:23].N1CCCCC1. The catalyst is CO.C(O)C. The product is [CH3:14][C:13]1[C:9]([C:7]([NH:6][CH2:5][C:4]([OH:3])=[O:17])=[O:8])=[CH:10][NH:11][C:12]=1[CH:15]=[C:28]1[C:27]2[C:31](=[CH:32][CH:33]=[C:25]([S:22](=[O:23])(=[O:24])[NH:21][CH3:20])[CH:26]=2)[NH:30][C:29]1=[O:34]. The yield is 0.520. (2) The reactants are [OH:1][C:2]1[CH:9]=[C:8]([O:10][CH3:11])[CH:7]=[CH:6][C:3]=1[CH:4]=[O:5].II.[I:14](O)(=O)(=O)=O.C(OCC)(=O)C. The catalyst is C(O)C.O. The product is [OH:1][C:2]1[C:9]([I:14])=[C:8]([O:10][CH3:11])[CH:7]=[CH:6][C:3]=1[CH:4]=[O:5]. The yield is 0.490. (3) The reactants are [C:1]([C:5]1[CH:6]=[C:7]([NH:20][C:21]([NH:23][C@@H:24]2[C:33]3[C:28](=[CH:29][CH:30]=[CH:31][CH:32]=3)[C@H:27]([O:34][C:35]3[CH:36]=[CH:37][C:38]4[N:39]([C:41]([N:44]5[C@H:49]([CH3:50])[CH2:48][CH2:47][CH2:46][C@@H:45]5[CH3:51])=[N:42][N:43]=4)[CH:40]=3)[CH2:26][CH2:25]2)=[O:22])[N:8]([C:10]2[CH:11]=[N:12][CH:13]=[C:14]([O:16][CH2:17][CH2:18][OH:19])[CH:15]=2)[N:9]=1)([CH3:4])([CH3:3])[CH3:2].[CH3:52][S:53](Cl)(=[O:55])=[O:54].CCN(C(C)C)C(C)C. The catalyst is C(Cl)Cl. The product is [C:1]([C:5]1[CH:6]=[C:7]([NH:20][C:21]([NH:23][C@@H:24]2[C:33]3[C:28](=[CH:29][CH:30]=[CH:31][CH:32]=3)[C@H:27]([O:34][C:35]3[CH:36]=[CH:37][C:38]4[N:39]([C:41]([N:44]5[C@H:49]([CH3:50])[CH2:48][CH2:47][CH2:46][C@@H:45]5[CH3:51])=[N:42][N:43]=4)[CH:40]=3)[CH2:26][CH2:25]2)=[O:22])[N:8]([C:10]2[CH:15]=[C:14]([O:16][CH2:17][CH2:18][O:19][S:53]([CH3:52])(=[O:55])=[O:54])[CH:13]=[N:12][CH:11]=2)[N:9]=1)([CH3:4])([CH3:2])[CH3:3]. The yield is 1.00. (4) The reactants are [CH3:1][S:2][C:3]1[S:4][C:5]2[CH:11]=[C:10]([CH2:12][N:13]3[C:17]4=[N:18][CH:19]=[C:20]([C:22]([F:25])([F:24])[F:23])[CH:21]=[C:16]4[N:15]=[CH:14]3)[CH:9]=[CH:8][C:6]=2[N:7]=1.C1C=C(Cl)C=C(C(OO)=[O:34])C=1. The catalyst is C(Cl)Cl. The product is [CH3:1][S:2]([C:3]1[S:4][C:5]2[CH:11]=[C:10]([CH2:12][N:13]3[C:17]4=[N:18][CH:19]=[C:20]([C:22]([F:25])([F:23])[F:24])[CH:21]=[C:16]4[N:15]=[CH:14]3)[CH:9]=[CH:8][C:6]=2[N:7]=1)=[O:34]. The yield is 0.878. (5) The reactants are [Br:1][C:2]1[CH:7]=[CH:6][C:5]([N:8]=[C:9]=[O:10])=[CH:4][C:3]=1[C:11]([F:14])([F:13])[F:12].[CH3:15][NH:16][C:17]([C:19]1[CH:24]=[C:23]([O:25][C:26]2[CH:32]=[CH:31][C:29]([NH2:30])=[CH:28][CH:27]=2)[CH:22]=[CH:21][N:20]=1)=[O:18]. The catalyst is C(Cl)Cl. The product is [Br:1][C:2]1[CH:7]=[CH:6][C:5]([NH:8][C:9]([NH:30][C:29]2[CH:28]=[CH:27][C:26]([O:25][C:23]3[CH:22]=[CH:21][N:20]=[C:19]([C:17](=[O:18])[NH:16][CH3:15])[CH:24]=3)=[CH:32][CH:31]=2)=[O:10])=[CH:4][C:3]=1[C:11]([F:12])([F:13])[F:14]. The yield is 0.900. (6) The reactants are Br[C:2]1[CH:7]=[CH:6][C:5]([N:8]([C:15]2[CH:20]=[CH:19][CH:18]=[CH:17][CH:16]=2)[C:9]2[CH:14]=[CH:13][CH:12]=[CH:11][CH:10]=2)=[CH:4][CH:3]=1.[Mg].II.[CH2:24](Br)[CH:25]=[CH2:26]. The catalyst is C1COCC1.CCOCC. The product is [CH2:26]([C:2]1[CH:7]=[CH:6][C:5]([N:8]([C:15]2[CH:20]=[CH:19][CH:18]=[CH:17][CH:16]=2)[C:9]2[CH:14]=[CH:13][CH:12]=[CH:11][CH:10]=2)=[CH:4][CH:3]=1)[CH:25]=[CH2:24]. The yield is 0.790. (7) The reactants are Cl[C:2]1[N:9]=[C:8]([CH3:10])[CH:7]=[CH:6][C:3]=1[C:4]#[N:5].[Cl:11][C:12]1[CH:13]=[C:14](B(O)O)[CH:15]=[CH:16][CH:17]=1.O1CCOCC1.C([O-])([O-])=O.[Na+].[Na+]. The catalyst is C1(C)C=CC=CC=1.[Pd].C1(P(C2C=CC=CC=2)C2C=CC=CC=2)C=CC=CC=1.C1(P(C2C=CC=CC=2)C2C=CC=CC=2)C=CC=CC=1.C1(P(C2C=CC=CC=2)C2C=CC=CC=2)C=CC=CC=1.C1(P(C2C=CC=CC=2)C2C=CC=CC=2)C=CC=CC=1. The product is [Cl:11][C:12]1[CH:17]=[C:16]([C:2]2[N:9]=[C:8]([CH3:10])[CH:7]=[CH:6][C:3]=2[C:4]#[N:5])[CH:15]=[CH:14][CH:13]=1. The yield is 1.00. (8) The reactants are [CH3:1][O:2][C:3]1[CH:4]=[C:5]([CH2:12]O)[CH:6]=[CH:7][C:8]=1[N+:9]([O-:11])=[O:10].S(Cl)([Cl:16])=O. No catalyst specified. The product is [Cl:16][CH2:12][C:5]1[CH:6]=[CH:7][C:8]([N+:9]([O-:11])=[O:10])=[C:3]([O:2][CH3:1])[CH:4]=1. The yield is 1.00. (9) The reactants are [CH3:1][C:2]1[O:3][C:4]2[C:13]3[C:12](=[CH:14][CH2:15][NH:16][C:17](=[O:19])[CH3:18])[CH2:11][CH2:10][C:9]=3[CH:8]=[CH:7][C:5]=2[N:6]=1.S(=O)(=O)(O)O.C(=O)([O-])O.[Na+]. The catalyst is C1(C)C=CC=CC=1. The product is [CH3:1][C:2]1[O:3][C:4]2[C:13]3[C:12]([CH2:14][CH2:15][NH:16][C:17](=[O:19])[CH3:18])=[CH:11][CH2:10][C:9]=3[CH:8]=[CH:7][C:5]=2[N:6]=1. The yield is 0.630.